Task: Predict the reaction yield, written as a fraction of the theoretical maximum amount of product (1.0 means a 100% yield; for example, 0.34 means a 34% yield).. Dataset: Reaction yield outcomes from USPTO patents with 853,638 reactions (1) The reactants are COC1C=CC(C[N:8]2[C:17]3[C:12](=[CH:13][C:14]([N:18]4[C:22]([C:23]([O:25][CH2:26][CH3:27])=[O:24])=[CH:21][C:20]([C:28]([CH3:31])([CH3:30])[CH3:29])=[N:19]4)=[CH:15][CH:16]=3)[CH:11]=[CH:10][C:9]2=[O:32])=CC=1. The catalyst is C(O)(C(F)(F)F)=O. The product is [C:28]([C:20]1[CH:21]=[C:22]([C:23]([O:25][CH2:26][CH3:27])=[O:24])[N:18]([C:14]2[CH:13]=[C:12]3[C:17](=[CH:16][CH:15]=2)[NH:8][C:9](=[O:32])[CH:10]=[CH:11]3)[N:19]=1)([CH3:29])([CH3:30])[CH3:31]. The yield is 0.900. (2) The reactants are [NH2:1][C:2]1[C:3]2[N:4]([C:8]([C@@H:26]3[CH2:30][CH2:29][CH2:28][N:27]3C(OCC3C=CC=CC=3)=O)=[N:9][C:10]=2[C:11]2[CH:16]=[CH:15][C:14]([C:17](=[O:25])[NH:18][C:19]3[CH:24]=[CH:23][CH:22]=[CH:21][N:20]=3)=[CH:13][CH:12]=2)[CH:5]=[CH:6][N:7]=1.Br.C(O)(=O)C. The catalyst is O. The product is [NH2:1][C:2]1[C:3]2[N:4]([C:8]([C@@H:26]3[CH2:30][CH2:29][CH2:28][NH:27]3)=[N:9][C:10]=2[C:11]2[CH:16]=[CH:15][C:14]([C:17]([NH:18][C:19]3[CH:24]=[CH:23][CH:22]=[CH:21][N:20]=3)=[O:25])=[CH:13][CH:12]=2)[CH:5]=[CH:6][N:7]=1. The yield is 0.580. (3) The reactants are [Cl:1][C:2]1[CH:7]=[C:6]([Cl:8])[CH:5]=[CH:4][C:3]=1[C:9]1[C:10]([C:20]#[N:21])=[C:11]([I:19])[S:12][C:13]=1[C:14]1[NH:15][CH2:16][CH2:17][N:18]=1.C(N(CC)CC)C.[C:29]([O:33][C:34](O[C:34]([O:33][C:29]([CH3:32])([CH3:31])[CH3:30])=[O:35])=[O:35])([CH3:32])([CH3:31])[CH3:30]. The catalyst is C(Cl)Cl.O. The product is [C:20]([C:10]1[C:9]([C:3]2[CH:4]=[CH:5][C:6]([Cl:8])=[CH:7][C:2]=2[Cl:1])=[C:13]([C:14]2[N:15]([C:34]([O:33][C:29]([CH3:32])([CH3:31])[CH3:30])=[O:35])[CH2:16][CH2:17][N:18]=2)[S:12][C:11]=1[I:19])#[N:21]. The yield is 0.580. (4) The reactants are CCN=C=NCCCN(C)C.[CH3:12][C:13]1[CH:18]=[CH:17][C:16]([C:19]2[CH:24]=[C:23]([N:25]3[CH:29]=[N:28][N:27]=[N:26]3)[CH:22]=[C:21]([C:30](O)=[O:31])[CH:20]=2)=[CH:15][CH:14]=1.C1C=CC2N(O)N=NC=2C=1.CN1C(=O)CCC1.[CH3:50][C@H:51]([NH2:59])[CH2:52][N:53]1[CH2:58][CH2:57][O:56][CH2:55][CH2:54]1. The catalyst is C(Cl)Cl. The product is [CH3:50][CH:51]([NH:59][C:30]([C:21]1[CH:20]=[C:19]([C:16]2[CH:17]=[CH:18][C:13]([CH3:12])=[CH:14][CH:15]=2)[CH:24]=[C:23]([N:25]2[CH:29]=[N:28][N:27]=[N:26]2)[CH:22]=1)=[O:31])[CH2:52][N:53]1[CH2:58][CH2:57][O:56][CH2:55][CH2:54]1. The yield is 0.810. (5) The reactants are [NH2:1][C:2]1[CH:7]=[CH:6][C:5]([C:8](=[O:10])[CH3:9])=[CH:4][C:3]=1Br.C1(P(C2CCCCC2)C2C=CC=CC=2C2C(OC)=CC=CC=2OC)CCCCC1.[O-]P([O-])([O-])=O.[K+].[K+].[K+].[CH3:49][C:50]1([CH3:65])[CH2:55][CH2:54][C:53](B2OC(C)(C)C(C)(C)O2)=[CH:52][CH2:51]1. The catalyst is C1(C)C=CC=CC=1.C1C=CC(/C=C/C(/C=C/C2C=CC=CC=2)=O)=CC=1.C1C=CC(/C=C/C(/C=C/C2C=CC=CC=2)=O)=CC=1.C1C=CC(/C=C/C(/C=C/C2C=CC=CC=2)=O)=CC=1.[Pd].[Pd]. The product is [NH2:1][C:2]1[CH:7]=[CH:6][C:5]([C:8](=[O:10])[CH3:9])=[CH:4][C:3]=1[C:53]1[CH2:54][CH2:55][C:50]([CH3:65])([CH3:49])[CH2:51][CH:52]=1. The yield is 0.640. (6) The reactants are Cl[C:2]1[CH:7]=[C:6]([N+:8]([O-:10])=[O:9])[CH:5]=[CH:4][N:3]=1.[CH2:11]([N:13]1[CH2:18][CH2:17][NH:16][CH2:15][CH2:14]1)[CH3:12].C(N(CC)C(C)C)(C)C. The catalyst is CN(C=O)C.O. The product is [CH2:11]([N:13]1[CH2:18][CH2:17][N:16]([C:2]2[CH:7]=[C:6]([N+:8]([O-:10])=[O:9])[CH:5]=[CH:4][N:3]=2)[CH2:15][CH2:14]1)[CH3:12]. The yield is 0.680. (7) The yield is 0.880. The catalyst is [Cu](I)I.O1CCOCC1. The reactants are [CH3:1][C:2]1[CH:7]=[CH:6][N:5]=[CH:4][C:3]=1[N:8]1[CH2:12][CH2:11][NH:10][C:9]1=[O:13].Br[C:15]1[CH:20]=[CH:19][N:18]=[C:17]([CH3:21])[CH:16]=1.N[C@@H]1CCCC[C@H]1N.P([O-])([O-])([O-])=O.[K+].[K+].[K+]. The product is [CH3:1][C:2]1[CH:7]=[CH:6][N:5]=[CH:4][C:3]=1[N:8]1[CH2:12][CH2:11][N:10]([C:15]2[CH:20]=[CH:19][N:18]=[C:17]([CH3:21])[CH:16]=2)[C:9]1=[O:13]. (8) The reactants are FC(F)(F)S(O[C:7]1[CH:12]=[C:11]([CH3:13])[C:10]([C:14](=[O:16])[CH3:15])=[C:9]([CH3:17])[CH:8]=1)(=O)=O.[F-].[K+].[C:22]1(B(O)O)[CH:27]=[CH:26][CH:25]=[CH:24][CH:23]=1. The catalyst is C1COCC1.CC([O-])=O.CC([O-])=O.[Pd+2].C1(P(C2CCCCC2)C2CCCCC2)CCCCC1. The product is [CH3:17][C:9]1[CH:8]=[C:7]([C:22]2[CH:27]=[CH:26][CH:25]=[CH:24][CH:23]=2)[CH:12]=[C:11]([CH3:13])[C:10]=1[C:14](=[O:16])[CH3:15]. The yield is 0.900. (9) The reactants are C([C:3]1[CH:4]=[C:5]([NH2:9])[CH:6]=CC=1)#C.[CH2:10]1[CH2:14]O[CH2:12][CH2:11]1.[C:23](O[C:23]([O:25][C:26]([CH3:29])([CH3:28])[CH3:27])=[O:24])([O:25][C:26]([CH3:29])([CH3:28])[CH3:27])=[O:24]. The catalyst is CCN(CC)CC. The product is [C:11]([C:10]1[CH:14]=[CH:6][C:5]([NH:9][C:23](=[O:24])[O:25][C:26]([CH3:27])([CH3:28])[CH3:29])=[CH:4][CH:3]=1)#[CH:12]. The yield is 0.780. (10) The reactants are Br[C:2]1[CH:3]=[N:4][CH:5]=[CH:6][CH:7]=1.[Li]CCCC.[O:13]=[C:14]1[CH2:31][CH2:30][C:17]2([CH2:22][CH2:21][N:20]([C:23]([O:25][C:26]([CH3:29])([CH3:28])[CH3:27])=[O:24])[CH2:19][CH2:18]2)[CH2:16][CH2:15]1.O. The catalyst is CCOCC. The product is [C:26]([O:25][C:23]([N:20]1[CH2:21][CH2:22][C:17]2([CH2:30][CH2:31][C:14]([OH:13])([C:2]3[CH:3]=[N:4][CH:5]=[CH:6][CH:7]=3)[CH2:15][CH2:16]2)[CH2:18][CH2:19]1)=[O:24])([CH3:27])([CH3:28])[CH3:29]. The yield is 0.500.